Dataset: Full USPTO retrosynthesis dataset with 1.9M reactions from patents (1976-2016). Task: Predict the reactants needed to synthesize the given product. (1) Given the product [CH2:1]([S:5]([NH:8][C:9](=[O:23])[C:10]1[CH:15]=[CH:14][C:13]([NH:16][C:17](=[O:19])[CH3:18])=[C:12]([NH2:20])[CH:11]=1)(=[O:7])=[O:6])[CH2:2][CH2:3][CH3:4], predict the reactants needed to synthesize it. The reactants are: [CH2:1]([S:5]([NH:8][C:9](=[O:23])[C:10]1[CH:15]=[CH:14][C:13]([NH:16][C:17](=[O:19])[CH3:18])=[C:12]([N+:20]([O-])=O)[CH:11]=1)(=[O:7])=[O:6])[CH2:2][CH2:3][CH3:4].CO.C(=O)(O)[O-].[K+]. (2) Given the product [CH3:21][C:22]1[CH:30]=[CH:29][C:25]([C:26]([NH:1][C:2]2[S:6][C:5]([NH:7][C:8]3[CH:17]=[CH:16][C:15]4[C:10](=[CH:11][CH:12]=[CH:13][CH:14]=4)[CH:9]=3)=[N:4][C:3]=2[C:18]([NH2:20])=[O:19])=[O:27])=[CH:24][C:23]=1[N+:31]([O-:33])=[O:32], predict the reactants needed to synthesize it. The reactants are: [NH2:1][C:2]1[S:6][C:5]([NH:7][C:8]2[CH:17]=[CH:16][C:15]3[C:10](=[CH:11][CH:12]=[CH:13][CH:14]=3)[CH:9]=2)=[N:4][C:3]=1[C:18]([NH2:20])=[O:19].[CH3:21][C:22]1[CH:30]=[CH:29][C:25]([C:26](Cl)=[O:27])=[CH:24][C:23]=1[N+:31]([O-:33])=[O:32]. (3) Given the product [C:1]([C@H:5]1[CH2:6][CH2:7][C@H:8]([O:11][C:12]2[C:13]([C:31]([F:34])([F:32])[F:33])=[C:14]3[C:19](=[CH:20][CH:21]=2)[CH:18]=[C:17]([CH2:22][N:23]2[CH2:26][CH:25]([C:27]([OH:29])=[O:28])[CH2:24]2)[CH:16]=[CH:15]3)[CH2:9][CH2:10]1)([CH3:4])([CH3:2])[CH3:3], predict the reactants needed to synthesize it. The reactants are: [C:1]([C@H:5]1[CH2:10][CH2:9][C@H:8]([O:11][C:12]2[C:13]([C:31]([F:34])([F:33])[F:32])=[C:14]3[C:19](=[CH:20][CH:21]=2)[CH:18]=[C:17]([CH2:22][N:23]2[CH2:26][CH:25]([C:27]([O:29]C)=[O:28])[CH2:24]2)[CH:16]=[CH:15]3)[CH2:7][CH2:6]1)([CH3:4])([CH3:3])[CH3:2].[OH-].[Na+].Cl. (4) Given the product [CH2:12]([N:11]1[C:10]([C:15]2[S:16][CH:17]=[CH:18][CH:19]=2)=[C:9]2[C:13](=[C:6]([C:2]3[S:1][CH:5]=[CH:4][CH:3]=3)[N:7]([CH2:28][CH2:29][CH2:30][CH2:31][CH2:32][CH2:33][CH2:34][CH2:35][CH2:36][CH2:37][CH2:38][CH2:39][CH2:40][CH2:41][CH2:42][CH3:43])[C:8]2=[O:20])[C:21]1=[O:24])[CH2:42][CH2:41][CH2:40][CH2:39][CH2:38][CH2:37][CH2:36][CH2:35][CH2:34][CH2:33][CH2:32][CH2:31][CH2:30][CH2:29][CH3:28], predict the reactants needed to synthesize it. The reactants are: [S:1]1[CH:5]=[CH:4][CH:3]=[C:2]1[C:6]1[NH:7][C:8](=[O:20])[C:9]2[C:13]=1[C:12](=O)[NH:11][C:10]=2[C:15]1[S:16][CH:17]=[CH:18][CH:19]=1.[C:21](=[O:24])([O-])[O-].[K+].[K+].Br[CH2:28][CH2:29][CH2:30][CH2:31][CH2:32][CH2:33][CH2:34][CH2:35][CH2:36][CH2:37][CH2:38][CH2:39][CH2:40][CH2:41][CH2:42][CH3:43].